Dataset: NCI-60 drug combinations with 297,098 pairs across 59 cell lines. Task: Regression. Given two drug SMILES strings and cell line genomic features, predict the synergy score measuring deviation from expected non-interaction effect. (1) Drug 1: C1CCN(CC1)CCOC2=CC=C(C=C2)C(=O)C3=C(SC4=C3C=CC(=C4)O)C5=CC=C(C=C5)O. Drug 2: CS(=O)(=O)CCNCC1=CC=C(O1)C2=CC3=C(C=C2)N=CN=C3NC4=CC(=C(C=C4)OCC5=CC(=CC=C5)F)Cl. Cell line: COLO 205. Synergy scores: CSS=-9.70, Synergy_ZIP=5.62, Synergy_Bliss=3.39, Synergy_Loewe=-6.75, Synergy_HSA=-6.61. (2) Drug 1: C1=CC(=CC=C1CCC2=CNC3=C2C(=O)NC(=N3)N)C(=O)NC(CCC(=O)O)C(=O)O. Drug 2: CNC(=O)C1=NC=CC(=C1)OC2=CC=C(C=C2)NC(=O)NC3=CC(=C(C=C3)Cl)C(F)(F)F. Cell line: MALME-3M. Synergy scores: CSS=39.4, Synergy_ZIP=-0.422, Synergy_Bliss=5.26, Synergy_Loewe=4.03, Synergy_HSA=4.27. (3) Drug 1: C1=CC(=C2C(=C1NCCNCCO)C(=O)C3=C(C=CC(=C3C2=O)O)O)NCCNCCO. Drug 2: C1=CC=C(C=C1)NC(=O)CCCCCCC(=O)NO. Cell line: MDA-MB-435. Synergy scores: CSS=18.1, Synergy_ZIP=-2.58, Synergy_Bliss=4.33, Synergy_Loewe=-1.15, Synergy_HSA=4.05. (4) Drug 1: C1CC(C1)(C(=O)O)C(=O)O.[NH2-].[NH2-].[Pt+2]. Drug 2: C1=NC2=C(N1)C(=S)N=CN2. Cell line: SNB-75. Synergy scores: CSS=10.4, Synergy_ZIP=-6.77, Synergy_Bliss=-0.200, Synergy_Loewe=-30.0, Synergy_HSA=-4.03. (5) Drug 1: COC1=C(C=C2C(=C1)N=CN=C2NC3=CC(=C(C=C3)F)Cl)OCCCN4CCOCC4. Drug 2: N.N.Cl[Pt+2]Cl. Cell line: A549. Synergy scores: CSS=30.5, Synergy_ZIP=3.53, Synergy_Bliss=5.21, Synergy_Loewe=-2.88, Synergy_HSA=4.24. (6) Drug 1: C1=CC(=CC=C1CC(C(=O)O)N)N(CCCl)CCCl.Cl. Drug 2: C1CNP(=O)(OC1)N(CCCl)CCCl. Cell line: HL-60(TB). Synergy scores: CSS=38.0, Synergy_ZIP=-1.04, Synergy_Bliss=-6.51, Synergy_Loewe=-54.7, Synergy_HSA=-7.49. (7) Synergy scores: CSS=7.68, Synergy_ZIP=-4.27, Synergy_Bliss=-9.95, Synergy_Loewe=-23.8, Synergy_HSA=-9.50. Cell line: 786-0. Drug 2: CC1CCC2CC(C(=CC=CC=CC(CC(C(=O)C(C(C(=CC(C(=O)CC(OC(=O)C3CCCCN3C(=O)C(=O)C1(O2)O)C(C)CC4CCC(C(C4)OC)O)C)C)O)OC)C)C)C)OC. Drug 1: CN(C)N=NC1=C(NC=N1)C(=O)N.